Task: Predict which catalyst facilitates the given reaction.. Dataset: Catalyst prediction with 721,799 reactions and 888 catalyst types from USPTO Reactant: [F:1][C:2]1[CH:29]=[CH:28][C:5]([CH2:6][CH:7]2[CH2:12][CH2:11][N:10]([CH2:13][C@@H:14]3[O:18][C:17](=[O:19])[N:16]([C:20]4[CH:25]=[CH:24][C:23]([O:26]C)=[CH:22][CH:21]=4)[CH2:15]3)[CH2:9][CH2:8]2)=[CH:4][CH:3]=1.B(Br)(Br)Br. Product: [F:1][C:2]1[CH:29]=[CH:28][C:5]([CH2:6][CH:7]2[CH2:12][CH2:11][N:10]([CH2:13][C@@H:14]3[O:18][C:17](=[O:19])[N:16]([C:20]4[CH:21]=[CH:22][C:23]([OH:26])=[CH:24][CH:25]=4)[CH2:15]3)[CH2:9][CH2:8]2)=[CH:4][CH:3]=1. The catalyst class is: 4.